This data is from Catalyst prediction with 721,799 reactions and 888 catalyst types from USPTO. The task is: Predict which catalyst facilitates the given reaction. (1) Reactant: Br[C:2]1[CH:7]=[CH:6][C:5]([S:8]([NH2:11])(=[O:10])=[O:9])=[CH:4][CH:3]=1.O1C=CC=N1.[Br-].[CH:18]1([Zn+])[CH2:22][CH2:21][CH2:20][CH2:19]1. Product: [CH:18]1([C:2]2[CH:7]=[CH:6][C:5]([S:8]([NH2:11])(=[O:10])=[O:9])=[CH:4][CH:3]=2)[CH2:22][CH2:21][CH2:20][CH2:19]1. The catalyst class is: 3. (2) Reactant: C(OC(=O)[NH:10][CH2:11][CH2:12][C@@H:13]([NH:20][C:21]1[C:30]2[C:25](=[C:26]([C:31](=[O:33])[NH2:32])[CH:27]=[CH:28][CH:29]=2)[N:24]=[CH:23][N:22]=1)[C:14]1[CH:19]=[CH:18][CH:17]=[CH:16][CH:15]=1)C1C=CC=CC=1. Product: [NH2:10][CH2:11][CH2:12][CH:13]([NH:20][C:21]1[C:30]2[C:25](=[C:26]([C:31]([NH2:32])=[O:33])[CH:27]=[CH:28][CH:29]=2)[N:24]=[CH:23][N:22]=1)[C:14]1[CH:19]=[CH:18][CH:17]=[CH:16][CH:15]=1. The catalyst class is: 50. (3) Reactant: Br[C:2]1[C:3]([F:31])=[CH:4][C:5]([F:30])=[C:6]([C@:8]2([CH3:29])[CH2:13][C@@H:12]([C:14]3[C:15]([CH3:20])=[N:16][O:17][C:18]=3[CH3:19])[S:11][C:10]([NH:21][C:22](=[O:28])[O:23][C:24]([CH3:27])([CH3:26])[CH3:25])=[N:9]2)[CH:7]=1.[B:32](OC(C)C)([O:37]C(C)C)[O:33]C(C)C.C([Li])CCC.Cl. Product: [C:24]([O:23][C:22]([NH:21][C:10]1[S:11][C@H:12]([C:14]2[C:15]([CH3:20])=[N:16][O:17][C:18]=2[CH3:19])[CH2:13][C@:8]([C:6]2[C:5]([F:30])=[CH:4][C:3]([F:31])=[C:2]([B:32]([OH:37])[OH:33])[CH:7]=2)([CH3:29])[N:9]=1)=[O:28])([CH3:27])([CH3:26])[CH3:25]. The catalyst class is: 20. (4) Reactant: [NH2:1][C:2]1[CH:6]=[CH:5][N:4]([CH3:7])[N:3]=1.[Al](Cl)(C)C.[CH3:12][C:13]1[S:14][C:15]2[C:21]([O:22][C@@H:23]([CH3:31])[CH2:24][C:25]3[CH:30]=[CH:29][CH:28]=[CH:27][CH:26]=3)=[CH:20][C:19]([C:32](OCC)=[O:33])=[CH:18][C:16]=2[CH:17]=1. Product: [CH3:12][C:13]1[S:14][C:15]2[C:21]([O:22][CH:23]([CH3:31])[CH2:24][C:25]3[CH:26]=[CH:27][CH:28]=[CH:29][CH:30]=3)=[CH:20][C:19]([C:32]([NH:1][C:2]3[CH:6]=[CH:5][N:4]([CH3:7])[N:3]=3)=[O:33])=[CH:18][C:16]=2[CH:17]=1. The catalyst class is: 26. (5) Reactant: II.[Mg].[C:4]([O:7][C:8]1[C:13]([CH:14](Br)[CH2:15][CH2:16]Br)=[CH:12][CH:11]=[CH:10][C:9]=1[Br:19])(=[O:6])[CH3:5].Cl. Product: [C:4]([O:7][C:8]1[C:13]([CH:14]2[CH2:16][CH2:15]2)=[CH:12][CH:11]=[CH:10][C:9]=1[Br:19])(=[O:6])[CH3:5]. The catalyst class is: 1. (6) Reactant: [H-].[Na+].[Br:3][C:4]1[C:13]2[C:8](=[CH:9][CH:10]=[CH:11][CH:12]=2)[CH:7]=[CH:6][C:5]=1[CH:14]=O.[Cl-].[NH4+].O1CCC[CH2:19]1. Product: [Br:3][C:4]1[C:13]2[C:8](=[CH:9][CH:10]=[CH:11][CH:12]=2)[CH:7]=[CH:6][C:5]=1[CH:14]=[CH2:19]. The catalyst class is: 629.